This data is from Full USPTO retrosynthesis dataset with 1.9M reactions from patents (1976-2016). The task is: Predict the reactants needed to synthesize the given product. (1) Given the product [Cl:58][C:5]1[CH:4]=[CH:3][C:2]([C:1]([NH:9][C:10]2[CH:11]=[CH:12][C:13]([C:16]3[CH:24]=[C:23]4[C:19]([CH2:20][N:21]([C:26]5([C:27]([O:29][CH3:30])=[O:28])[CH2:33][CH2:31]5)[C:22]4=[O:25])=[CH:18][CH:17]=3)=[CH:14][CH:15]=2)=[O:8])=[CH:7][CH:6]=1, predict the reactants needed to synthesize it. The reactants are: [C:1]([NH:9][C:10]1[CH:15]=[CH:14][C:13]([C:16]2[CH:24]=[C:23]3[C:19]([CH2:20][N:21]([C@@H:26]([CH:31]([CH3:33])C)[C:27]([O:29][CH3:30])=[O:28])[C:22]3=[O:25])=[CH:18][CH:17]=2)=[CH:12][CH:11]=1)(=[O:8])[C:2]1[CH:7]=[CH:6][CH:5]=[CH:4][CH:3]=1.NC1C=CC(C2C=C3C(CN(C4(C(OC)=O)CC4)C3=O)=CC=2)=CC=1.[Cl:58]C1C=CC(C(Cl)=O)=CC=1. (2) Given the product [C:1]1([C:31]2[CH:36]=[CH:35][CH:34]=[CH:33][CH:32]=2)[CH:6]=[CH:5][CH:4]=[C:3]([C:7]2[CH:8]=[C:9]([NH:17][C:18]3[N:27]=[CH:26][C:25]([CH:28]4[CH2:30][CH2:29]4)=[CH:24][C:19]=3[C:20]([OH:22])=[O:21])[CH:10]=[C:11]3[C:15]=2[N:14]([CH3:16])[CH:13]=[CH:12]3)[CH:2]=1, predict the reactants needed to synthesize it. The reactants are: [C:1]1([C:31]2[CH:36]=[CH:35][CH:34]=[CH:33][CH:32]=2)[CH:6]=[CH:5][CH:4]=[C:3]([C:7]2[CH:8]=[C:9]([NH:17][C:18]3[N:27]=[CH:26][C:25]([CH:28]4[CH2:30][CH2:29]4)=[CH:24][C:19]=3[C:20]([O:22]C)=[O:21])[CH:10]=[C:11]3[C:15]=2[N:14]([CH3:16])[CH:13]=[CH:12]3)[CH:2]=1.[OH-].[Na+]. (3) Given the product [CH3:18][O:17][C:8]1[CH:9]=[C:10]([CH:14]=[C:15]([CH3:16])[C:7]=1[O:5][CH2:4][C:29]#[CH:30])[C:11]([O:13][CH2:19][C:20]#[CH:21])=[O:12], predict the reactants needed to synthesize it. The reactants are: CN([CH:4]=[O:5])C.O[C:7]1[C:15]([CH3:16])=[CH:14][C:10]([C:11]([OH:13])=[O:12])=[CH:9][C:8]=1[O:17][CH3:18].[CH2:19](Br)[C:20]#[CH:21].C(=O)([O-])[O-].[K+].[K+].[C:29](OCC)(=O)[CH3:30].